Dataset: Forward reaction prediction with 1.9M reactions from USPTO patents (1976-2016). Task: Predict the product of the given reaction. (1) The product is: [N:17]1[C:26]2[C:21](=[CH:22][CH:23]=[CH:24][C:25]=2[S:27]([NH:1][C:2]2[CH:10]=[CH:9][C:5]([C:6]([OH:8])=[O:7])=[CH:4][CH:3]=2)(=[O:29])=[O:28])[CH:20]=[CH:19][CH:18]=1. Given the reactants [NH2:1][C:2]1[CH:10]=[CH:9][C:5]([C:6]([OH:8])=[O:7])=[CH:4][CH:3]=1.N1C=CC=CC=1.[N:17]1[C:26]2[C:21](=[CH:22][CH:23]=[CH:24][C:25]=2[S:27](Cl)(=[O:29])=[O:28])[CH:20]=[CH:19][CH:18]=1, predict the reaction product. (2) Given the reactants [O:1]([CH2:8][CH2:9][OH:10])[C:2]1[CH:7]=[CH:6][CH:5]=[CH:4][CH:3]=1.[C:11](Cl)(=[O:15])[C:12]([Cl:14])=[O:13], predict the reaction product. The product is: [O:1]([CH2:8][CH2:9][O:10][C:11](=[O:15])[C:12]([Cl:14])=[O:13])[C:2]1[CH:7]=[CH:6][CH:5]=[CH:4][CH:3]=1. (3) Given the reactants [CH3:1][O:2][C:3]1[CH:4]=[C:5]2[C:10](=[CH:11][CH:12]=1)[C:9]([CH3:13])=[CH:8][CH2:7][CH2:6]2.CN(C)[CH:16]=[O:17].P(Cl)(Cl)(Cl)=O.C([O-])(=O)C.[Na+], predict the reaction product. The product is: [CH3:1][O:2][C:3]1[CH:4]=[C:5]2[C:10](=[CH:11][CH:12]=1)[C:9]([CH3:13])=[C:8]([CH:16]=[O:17])[CH2:7][CH2:6]2.